Predict the reaction yield, written as a fraction of the theoretical maximum amount of product (1.0 means a 100% yield; for example, 0.34 means a 34% yield). From a dataset of Reaction yield outcomes from USPTO patents with 853,638 reactions. (1) The reactants are [CH3:1][O:2][C:3]([C:5]1[CH:10]=[N:9][C:8]([OH:11])=[CH:7][N:6]=1)=[O:4].C(=O)([O-])[O-].[K+].[K+].Cl[C:19]([F:24])([F:23])C([O-])=O.[Na+]. The catalyst is CN(C=O)C. The product is [CH3:1][O:2][C:3]([C:5]1[CH:10]=[N:9][C:8]([O:11][CH:19]([F:24])[F:23])=[CH:7][N:6]=1)=[O:4]. The yield is 0.200. (2) The reactants are [Cl:1][C:2]1[CH:7]=[CH:6][C:5]([NH:8][CH:9]2[CH2:14][CH2:13][NH:12][CH2:11][CH2:10]2)=[CH:4][CH:3]=1.Cl([O-])(=O)(=O)=O.[Li+].[F:21][C:22]1[CH:27]=[C:26]([F:28])[CH:25]=[CH:24][C:23]=1[C@@:29]1([CH2:33][N:34]2[CH:38]=[N:37][CH:36]=[N:35]2)[C@@H:31]([CH3:32])[O:30]1. The catalyst is C(#N)C. The product is [Cl:1][C:2]1[CH:7]=[CH:6][C:5]([NH:8][CH:9]2[CH2:14][CH2:13][N:12]([C@H:31]([CH3:32])[C@:29]([C:23]3[CH:24]=[CH:25][C:26]([F:28])=[CH:27][C:22]=3[F:21])([OH:30])[CH2:33][N:34]3[CH:38]=[N:37][CH:36]=[N:35]3)[CH2:11][CH2:10]2)=[CH:4][CH:3]=1. The yield is 0.310. (3) The reactants are [NH2:1][C:2]1[C:7]([F:8])=[CH:6][N:5]=[C:4](Cl)[N:3]=1.[S:10]1[CH:14]=[CH:13][CH:12]=[C:11]1[CH2:15][OH:16].CC([O-])(C)C.[K+].Cl. No catalyst specified. The product is [F:8][C:7]1[C:2]([NH2:1])=[N:3][C:4]([O:16][CH2:15][C:11]2[S:10][CH:14]=[CH:13][CH:12]=2)=[N:5][CH:6]=1. The yield is 0.680. (4) The reactants are [C:1]([C:3]1[C:4]([NH2:10])=[N:5][C:6]([NH2:9])=[CH:7][CH:8]=1)#[CH:2].[C:11]1([S:17][CH2:18][C:19]2[CH:24]=[CH:23][C:22]([CH2:25][C:26](Cl)=[N:27][OH:28])=[CH:21][CH:20]=2)[CH:16]=[CH:15][CH:14]=[CH:13][CH:12]=1.C(N(CC)CC)C. The catalyst is O1CCCC1. The product is [C:11]1([S:17][CH2:18][C:19]2[CH:24]=[CH:23][C:22]([CH2:25][C:26]3[CH:2]=[C:1]([C:3]4[C:4]([NH2:10])=[N:5][C:6]([NH2:9])=[CH:7][CH:8]=4)[O:28][N:27]=3)=[CH:21][CH:20]=2)[CH:12]=[CH:13][CH:14]=[CH:15][CH:16]=1. The yield is 0.670. (5) The reactants are [CH3:1][N:2]1[C:11]2[C:6](=[CH:7][C:8]([C:12]3[N:17]=[C:16]([C:18]([O:20][C:21]([CH3:24])([CH3:23])[CH3:22])=[O:19])[CH:15]=[CH:14][CH:13]=3)=[CH:9][CH:10]=2)[NH:5][CH2:4][CH2:3]1.[S:25]1[C:29]2[CH:30]=[CH:31][CH:32]=[CH:33][C:28]=2[N:27]=[C:26]1[NH:34][C:35](=O)[O:36]C1C=CC([N+]([O-])=O)=CC=1. The catalyst is C(#N)C. The product is [S:25]1[C:29]2[CH:30]=[CH:31][CH:32]=[CH:33][C:28]=2[N:27]=[C:26]1[NH:34][C:35]([N:5]1[C:6]2[C:11](=[CH:10][CH:9]=[C:8]([C:12]3[N:17]=[C:16]([C:18]([O:20][C:21]([CH3:24])([CH3:23])[CH3:22])=[O:19])[CH:15]=[CH:14][CH:13]=3)[CH:7]=2)[N:2]([CH3:1])[CH2:3][CH2:4]1)=[O:36]. The yield is 0.850. (6) The reactants are [CH3:1][C:2]1([CH2:13][NH:14]C(=O)OCC2C=CC=CC=2)[O:6][C:5]2=[N:7][C:8]([N+:10]([O-:12])=[O:11])=[CH:9][N:4]2[CH2:3]1.[F:25][C:26]([F:31])([F:30])[C:27]([OH:29])=[O:28]. The catalyst is C(Cl)Cl. The product is [F:25][C:26]([F:31])([F:30])[C:27]([OH:29])=[O:28].[CH3:1][C:2]1([CH2:13][NH2:14])[O:6][C:5]2=[N:7][C:8]([N+:10]([O-:12])=[O:11])=[CH:9][N:4]2[CH2:3]1. The yield is 0.670. (7) The reactants are [CH3:1][N:2]([CH3:22])[C:3]([NH:5][C:6]1[CH:11]=[C:10]([O:12][C:13]2[CH:14]=[N:15][C:16]([N+:19]([O-])=O)=[CH:17][CH:18]=2)[CH:9]=[CH:8][N:7]=1)=[O:4].[NH4+].[Cl-]. The catalyst is CO.[Zn]. The product is [NH2:19][C:16]1[N:15]=[CH:14][C:13]([O:12][C:10]2[CH:9]=[CH:8][N:7]=[C:6]([NH:5][C:3](=[O:4])[N:2]([CH3:1])[CH3:22])[CH:11]=2)=[CH:18][CH:17]=1. The yield is 0.980.